From a dataset of Full USPTO retrosynthesis dataset with 1.9M reactions from patents (1976-2016). Predict the reactants needed to synthesize the given product. Given the product [C@@H:6]1([O:24][C:25]2[C:29]([CH2:30][C:31]3[CH:36]=[CH:35][C:34]([O:37][CH2:38][CH2:39][NH:45][CH2:46][CH2:47][OH:48])=[CH:33][C:32]=3[CH3:41])=[C:28]([CH:42]([CH3:43])[CH3:44])[NH:27][N:26]=2)[O:7][C@H:8]([CH2:19][OH:20])[C@@H:9]([OH:15])[C@H:10]([OH:11])[C@H:5]1[OH:4], predict the reactants needed to synthesize it. The reactants are: C([O:4][C@@H:5]1[C@@H:10]([O:11]C(=O)C)[C@H:9]([O:15]C(=O)C)[C@@H:8]([CH2:19][O:20]C(=O)C)[O:7][C@H:6]1[O:24][C:25]1[C:29]([CH2:30][C:31]2[CH:36]=[CH:35][C:34]([O:37][CH2:38][CH2:39]O)=[CH:33][C:32]=2[CH3:41])=[C:28]([CH:42]([CH3:44])[CH3:43])[NH:27][N:26]=1)(=O)C.[NH2:45][CH2:46][CH2:47][OH:48].NC(C)(C)CO.